This data is from Full USPTO retrosynthesis dataset with 1.9M reactions from patents (1976-2016). The task is: Predict the reactants needed to synthesize the given product. Given the product [F:14][C:15]1[CH:20]=[CH:19][CH:18]=[CH:17][C:16]=1[S:21][CH2:25][CH2:26][CH2:27][CH2:28][CH2:29][C:30]([OH:32])=[O:31], predict the reactants needed to synthesize it. The reactants are: ClC1C=CC(Cl)=CC=1SCC(O)=O.[F:14][C:15]1[CH:20]=[CH:19][CH:18]=[CH:17][C:16]=1[SH:21].[OH-].[K+].Br[CH2:25][CH2:26][CH2:27][CH2:28][CH2:29][C:30]([O:32]CC)=[O:31].